From a dataset of Forward reaction prediction with 1.9M reactions from USPTO patents (1976-2016). Predict the product of the given reaction. (1) Given the reactants Cl.[NH2:2][OH:3].[OH-].[Na+].[CH:6]([C:8]1[O:9][C:10]2[CH:16]=[C:15]([C:17]([O:19][CH3:20])=[O:18])[CH:14]=[CH:13][C:11]=2[CH:12]=1)=O, predict the reaction product. The product is: [OH:3]/[N:2]=[CH:6]\[C:8]1[O:9][C:10]2[CH:16]=[C:15]([C:17]([O:19][CH3:20])=[O:18])[CH:14]=[CH:13][C:11]=2[CH:12]=1. (2) The product is: [CH:4]1([C:7]2[O:8][CH:9]=[C:10]([CH2:12][C:13]([OH:15])=[O:14])[N:11]=2)[CH2:5][CH2:6]1. Given the reactants O.[OH-].[Li+].[CH:4]1([C:7]2[O:8][CH:9]=[C:10]([CH2:12][C:13]([O:15]CC)=[O:14])[N:11]=2)[CH2:6][CH2:5]1, predict the reaction product. (3) Given the reactants [CH2:1]([NH2:3])[CH3:2].[N:4]1[CH:8]=[C:7]([CH:9]=O)[NH:6][CH:5]=1, predict the reaction product. The product is: [CH2:1]([NH:3][CH2:9][C:7]1[NH:6][CH:5]=[N:4][CH:8]=1)[CH3:2]. (4) Given the reactants [N:1]([C:4]1[CH:9]=[CH:8][C:7]([Cl:10])=[CH:6][C:5]=1[Br:11])=[N+:2]=[N-:3].[C:12]([Sn:14]([CH2:23][CH2:24][CH2:25][CH3:26])([CH2:19][CH2:20][CH2:21][CH3:22])[CH2:15][CH2:16][CH2:17][CH3:18])#[CH:13], predict the reaction product. The product is: [Br:11][C:5]1[CH:6]=[C:7]([Cl:10])[CH:8]=[CH:9][C:4]=1[N:1]1[CH:13]=[C:12]([Sn:14]([CH2:15][CH2:16][CH2:17][CH3:18])([CH2:23][CH2:24][CH2:25][CH3:26])[CH2:19][CH2:20][CH2:21][CH3:22])[N:3]=[N:2]1. (5) Given the reactants [BrH:1].[CH2:2]1[C:11]2[C:6](=[CH:7][CH:8]=[CH:9][CH:10]=2)[CH2:5][C:4](=[O:12])O1.[CH2:13]([OH:15])[CH3:14], predict the reaction product. The product is: [C:13]([O:12][CH2:4][CH2:5][C:6]1[CH:7]=[CH:8][CH:9]=[CH:10][C:11]=1[CH2:2][Br:1])(=[O:15])[CH3:14]. (6) Given the reactants [F:1][C:2]1[CH:7]=[C:6]([I:8])[CH:5]=[CH:4][C:3]=1[NH:9][C:10]1[N:14]([CH3:15])[C:13]2[C:16](=[O:19])[CH2:17][CH2:18][C:12]=2[C:11]=1[C:20]([O:22]CC)=[O:21].[OH-].[Na+].Cl, predict the reaction product. The product is: [F:1][C:2]1[CH:7]=[C:6]([I:8])[CH:5]=[CH:4][C:3]=1[NH:9][C:10]1[N:14]([CH3:15])[C:13]2[C:16](=[O:19])[CH2:17][CH2:18][C:12]=2[C:11]=1[C:20]([OH:22])=[O:21].